This data is from Forward reaction prediction with 1.9M reactions from USPTO patents (1976-2016). The task is: Predict the product of the given reaction. (1) Given the reactants [F:1][C:2]1[CH:3]=[C:4]([CH:14]=[CH:15][CH:16]=1)[CH2:5][N:6]1[CH:11]=[CH:10][C:9](O)=[CH:8][C:7]1=[O:13].[F:17][C:18]1[CH:25]=[C:24]([F:26])[CH:23]=[CH:22][C:19]=1[CH2:20][NH2:21], predict the reaction product. The product is: [F:17][C:18]1[CH:25]=[C:24]([F:26])[CH:23]=[CH:22][C:19]=1[CH2:20][NH:21][C:9]1[CH:10]=[CH:11][N:6]([CH2:5][C:4]2[CH:14]=[CH:15][CH:16]=[C:2]([F:1])[CH:3]=2)[C:7](=[O:13])[CH:8]=1. (2) Given the reactants [CH2:1]([O:8][C:9]1[CH:14]=[CH:13][C:12]([NH:15][C:16](=[O:22])[CH:17]([Br:21])[CH2:18][CH2:19]Br)=[CH:11][CH:10]=1)[C:2]1[CH:7]=[CH:6][CH:5]=[CH:4][CH:3]=1.[OH-].[Na+].O, predict the reaction product. The product is: [CH2:1]([O:8][C:9]1[CH:14]=[CH:13][C:12]([N:15]2[CH2:19][CH2:18][CH:17]([Br:21])[C:16]2=[O:22])=[CH:11][CH:10]=1)[C:2]1[CH:7]=[CH:6][CH:5]=[CH:4][CH:3]=1. (3) The product is: [CH3:1][O:2][C:3]([C:5]1[C:13]2[C:8](=[CH:9][CH:10]=[C:11]([O:14][C:15]3[CH:20]=[CH:19][C:18]([O:21][C:22]([F:25])([F:24])[F:23])=[CH:17][CH:16]=3)[CH:12]=2)[N:7]([C:26]2[CH:31]=[CH:30][C:29]([O:32][S:37]([C:40]([F:43])([F:42])[F:41])(=[O:39])=[O:38])=[CH:28][CH:27]=2)[C:6]=1[CH2:33][C:34]([O:36][CH3:53])=[O:35])=[O:4]. Given the reactants [CH3:1][O:2][C:3]([C:5]1[C:13]2[C:8](=[CH:9][CH:10]=[C:11]([O:14][C:15]3[CH:20]=[CH:19][C:18]([O:21][C:22]([F:25])([F:24])[F:23])=[CH:17][CH:16]=3)[CH:12]=2)[N:7]([C:26]2[CH:31]=[CH:30][C:29]([OH:32])=[CH:28][CH:27]=2)[C:6]=1[CH2:33][C:34]([OH:36])=[O:35])=[O:4].[S:37](O[S:37]([C:40]([F:43])([F:42])[F:41])(=[O:39])=[O:38])([C:40]([F:43])([F:42])[F:41])(=[O:39])=[O:38].N1C=CC=C[CH:53]=1, predict the reaction product. (4) Given the reactants [CH3:1][O:2][C:3]1[CH:31]=[C:30]([O:32][CH3:33])[CH:29]=[CH:28][C:4]=1[CH2:5][N:6]1[C:13](=O)[C@H:12]2[N:15]([C:18]3[CH:27]=[CH:26][C:25]4[C:20](=[CH:21][CH:22]=[CH:23][CH:24]=4)[CH:19]=3)[C:16](=O)[C@@H:7]1[CH2:8][CH:9]=[CH:10][CH2:11]2.CC(C[AlH]CC(C)C)C, predict the reaction product. The product is: [CH3:1][O:2][C:3]1[CH:31]=[C:30]([O:32][CH3:33])[CH:29]=[CH:28][C:4]=1[CH2:5][N:6]1[CH2:13][C@H:12]2[N:15]([C:18]3[CH:27]=[CH:26][C:25]4[C:20](=[CH:21][CH:22]=[CH:23][CH:24]=4)[CH:19]=3)[CH2:16][C@@H:7]1[CH2:8][CH:9]=[CH:10][CH2:11]2.